From a dataset of Catalyst prediction with 721,799 reactions and 888 catalyst types from USPTO. Predict which catalyst facilitates the given reaction. (1) Reactant: [F:1][CH:2]([F:20])[O:3][C:4]1[CH:9]=[CH:8][C:7]([N:10]2[CH:14]=[C:13]([C:15]([O:17]CC)=[O:16])[N:12]=[N:11]2)=[CH:6][CH:5]=1.CO.O.O.[OH-].[Li+]. Product: [F:20][CH:2]([F:1])[O:3][C:4]1[CH:5]=[CH:6][C:7]([N:10]2[CH:14]=[C:13]([C:15]([OH:17])=[O:16])[N:12]=[N:11]2)=[CH:8][CH:9]=1. The catalyst class is: 1. (2) Reactant: [NH2:1][C:2]1[N:3]=[C:4]([N:17]2[CH2:25][CH:24]3[CH:19]([N:20](C(OC(C)(C)C)=O)[CH2:21][CH2:22][CH2:23]3)[CH2:18]2)[C:5]2[CH2:12][CH2:11][CH2:10][C:9]3[CH:13]=[CH:14][CH:15]=[CH:16][C:8]=3[C:6]=2[N:7]=1.FC(F)(F)C(O)=O. Product: [NH:20]1[CH2:21][CH2:22][CH2:23][CH:24]2[CH2:25][N:17]([C:4]3[C:5]4[CH2:12][CH2:11][CH2:10][C:9]5[CH:13]=[CH:14][CH:15]=[CH:16][C:8]=5[C:6]=4[N:7]=[C:2]([NH2:1])[N:3]=3)[CH2:18][CH:19]12. The catalyst class is: 2.